The task is: Predict which catalyst facilitates the given reaction.. This data is from Catalyst prediction with 721,799 reactions and 888 catalyst types from USPTO. (1) Reactant: [CH2:1]([C:8]1[CH:9]=[N:10][CH:11]=[CH:12][CH:13]=1)[C:2]1[CH:7]=[CH:6][CH:5]=[CH:4][CH:3]=1.[ClH:14]. Product: [ClH:14].[CH2:1]([CH:8]1[CH2:13][CH2:12][CH2:11][NH:10][CH2:9]1)[C:2]1[CH:7]=[CH:6][CH:5]=[CH:4][CH:3]=1. The catalyst class is: 458. (2) Reactant: C([O:8][C:9]1[CH:14]=[CH:13][C:12]([CH2:15][CH2:16][S:17][CH:18]([CH2:23][C:24]2[CH:29]=[CH:28][C:27]([CH2:30][CH2:31][O:32][C:33]3[CH:38]=[CH:37][C:36]([O:39][S:40]([CH3:43])(=[O:42])=[O:41])=[CH:35][CH:34]=3)=[CH:26][CH:25]=2)[C:19]([O:21][CH3:22])=[O:20])=[CH:11][CH:10]=1)C1C=CC=CC=1.ClCCl.CSC.B(F)(F)F.CCOCC. Product: [OH:8][C:9]1[CH:14]=[CH:13][C:12]([CH2:15][CH2:16][S:17][CH:18]([CH2:23][C:24]2[CH:29]=[CH:28][C:27]([CH2:30][CH2:31][O:32][C:33]3[CH:34]=[CH:35][C:36]([O:39][S:40]([CH3:43])(=[O:42])=[O:41])=[CH:37][CH:38]=3)=[CH:26][CH:25]=2)[C:19]([O:21][CH3:22])=[O:20])=[CH:11][CH:10]=1. The catalyst class is: 6. (3) Reactant: [OH:1][C@@H:2]1[CH2:9][N:8]([C:10](=[O:22])[CH2:11][CH2:12][CH2:13][N:14]2[CH2:19][CH2:18][NH:17][C@@H:16]([CH3:20])[C:15]2=[O:21])[CH2:7][CH2:6][C:3]21[CH2:5][CH2:4]2.[Cl:23][C:24]1[CH:25]=[C:26]([N:31]=[C:32]=[O:33])[CH:27]=[CH:28][C:29]=1[Cl:30]. Product: [Cl:23][C:24]1[CH:25]=[C:26]([NH:31][C:32]([N:17]2[CH2:18][CH2:19][N:14]([CH2:13][CH2:12][CH2:11][C:10]([N:8]3[CH2:7][CH2:6][C:3]4([CH2:5][CH2:4]4)[C@H:2]([OH:1])[CH2:9]3)=[O:22])[C:15](=[O:21])[C@@H:16]2[CH3:20])=[O:33])[CH:27]=[CH:28][C:29]=1[Cl:30]. The catalyst class is: 4. (4) Reactant: [Cl:1][C:2]1[CH:3]=[C:4]([CH:7]=[C:8]([O:10][C:11]2[CH:16]=[C:15]([O:17]C)[CH:14]=[C:13]([F:19])[C:12]=2[Cl:20])[CH:9]=1)[C:5]#[N:6].B(Br)(Br)Br. Product: [Cl:1][C:2]1[CH:3]=[C:4]([CH:7]=[C:8]([O:10][C:11]2[CH:16]=[C:15]([OH:17])[CH:14]=[C:13]([F:19])[C:12]=2[Cl:20])[CH:9]=1)[C:5]#[N:6]. The catalyst class is: 2. (5) Reactant: [F:1][C:2]1[CH:3]=[CH:4][C:5]2[O:9][C:8]([CH2:11][OH:12])(C)[CH2:7][C:6]=2[CH:13]=1.C(N(CC)CC)C.[C:21](OC(=O)C)(=[O:23])[CH3:22]. Product: [C:21]([O:12][CH2:11][CH:8]1[CH2:7][C:6]2[CH:13]=[C:2]([F:1])[CH:3]=[CH:4][C:5]=2[O:9]1)(=[O:23])[CH3:22]. The catalyst class is: 64.